Dataset: Full USPTO retrosynthesis dataset with 1.9M reactions from patents (1976-2016). Task: Predict the reactants needed to synthesize the given product. (1) Given the product [F:1][C:2]1[CH:7]=[CH:6][C:5]([O:8][CH3:9])=[CH:4][C:3]=1[C:10]1[CH:11]=[CH:12][C:13]([CH2:21][NH2:22])=[N:14][C:15]=1[O:16][CH2:17][CH:18]([CH3:19])[CH3:20], predict the reactants needed to synthesize it. The reactants are: [F:1][C:2]1[CH:7]=[CH:6][C:5]([O:8][CH3:9])=[CH:4][C:3]=1[C:10]1[CH:11]=[CH:12][C:13]([CH2:21][N:22]2C(=O)C3C(=CC=CC=3)C2=O)=[N:14][C:15]=1[O:16][CH2:17][CH:18]([CH3:20])[CH3:19].O.NN. (2) Given the product [CH3:15][O:16][C:17]1[CH:18]=[C:19]([NH:29][C:30]2[S:31][C:2]3[CH2:7][CH2:6][CH2:5][CH:4]([C:8]4[CH:13]=[CH:12][CH:11]=[CH:10][CH:9]=4)[C:3]=3[N:32]=2)[CH:20]=[CH:21][C:22]=1[N:23]1[CH:27]=[N:26][C:25]([CH3:28])=[N:24]1, predict the reactants needed to synthesize it. The reactants are: Br[CH:2]1[CH2:7][CH2:6][CH2:5][CH:4]([C:8]2[CH:13]=[CH:12][CH:11]=[CH:10][CH:9]=2)[C:3]1=O.[CH3:15][O:16][C:17]1[CH:18]=[C:19]([NH:29][C:30]([NH2:32])=[S:31])[CH:20]=[CH:21][C:22]=1[N:23]1[CH:27]=[N:26][C:25]([CH3:28])=[N:24]1. (3) Given the product [F:15][C:8]([F:16])([C:9]1[CH:14]=[CH:13][CH:12]=[CH:11][CH:10]=1)[C:5]1[CH:6]=[CH:7][C:2]([B:25]2[O:26][C:27]([CH3:29])([CH3:28])[C:23]([CH3:39])([CH3:22])[O:24]2)=[CH:3][CH:4]=1, predict the reactants needed to synthesize it. The reactants are: Br[C:2]1[CH:7]=[CH:6][C:5]([C:8]([F:16])([F:15])[C:9]2[CH:14]=[CH:13][CH:12]=[CH:11][CH:10]=2)=[CH:4][CH:3]=1.C([O-])(=O)C.[K+].[CH3:22][C:23]1([CH3:39])[C:27]([CH3:29])([CH3:28])[O:26][B:25]([B:25]2[O:26][C:27]([CH3:29])([CH3:28])[C:23]([CH3:39])([CH3:22])[O:24]2)[O:24]1. (4) Given the product [NH2:11][C:7]1[C:6]2[N:5]([C:4]([C@@H:12]3[CH2:20][CH2:19][C@@H:18]4[N:14]([CH2:15][CH2:16][CH2:17]4)[CH2:13]3)=[N:3][C:2]=2[C:29]2[CH:47]=[CH:46][C:32]([C:33]([NH:35][C:36]3[CH:41]=[C:40]([C:42]([F:43])([F:44])[F:45])[CH:39]=[CH:38][N:37]=3)=[O:34])=[CH:31][CH:30]=2)[CH:10]=[CH:9][N:8]=1, predict the reactants needed to synthesize it. The reactants are: Br[C:2]1[N:3]=[C:4]([C@@H:12]2[CH2:20][CH2:19][C@@H:18]3[N:14]([CH2:15][CH2:16][CH2:17]3)[CH2:13]2)[N:5]2[CH:10]=[CH:9][N:8]=[C:7]([NH2:11])[C:6]=12.CC1(C)C(C)(C)OB([C:29]2[CH:47]=[CH:46][C:32]([C:33]([NH:35][C:36]3[CH:41]=[C:40]([C:42]([F:45])([F:44])[F:43])[CH:39]=[CH:38][N:37]=3)=[O:34])=[CH:31][CH:30]=2)O1.O. (5) Given the product [CH3:1][O:2][C:3]([C:5]1[C:6]([OH:30])=[C:7]2[C:12](=[C:13]([C:36]3[CH:41]=[CH:40][N:39]=[CH:38][CH:37]=3)[N:14]=1)[N:11]([CH2:16][CH:17]1[CH2:22][CH2:21][CH2:20][CH2:19][CH2:18]1)[C:10](=[O:23])[C:9]([C:24]1[CH:29]=[CH:28][CH:27]=[CH:26][CH:25]=1)=[CH:8]2)=[O:4], predict the reactants needed to synthesize it. The reactants are: [CH3:1][O:2][C:3]([C:5]1[C:6]([OH:30])=[C:7]2[C:12](=[C:13](Br)[N:14]=1)[N:11]([CH2:16][CH:17]1[CH2:22][CH2:21][CH2:20][CH2:19][CH2:18]1)[C:10](=[O:23])[C:9]([C:24]1[CH:29]=[CH:28][CH:27]=[CH:26][CH:25]=1)=[CH:8]2)=[O:4].C([Sn](CCCC)(CCCC)[C:36]1[CH:41]=[CH:40][N:39]=[CH:38][CH:37]=1)CCC.CCOC(C)=O.Cl.